Dataset: NCI-60 drug combinations with 297,098 pairs across 59 cell lines. Task: Regression. Given two drug SMILES strings and cell line genomic features, predict the synergy score measuring deviation from expected non-interaction effect. (1) Drug 1: C1CC(=O)NC(=O)C1N2C(=O)C3=CC=CC=C3C2=O. Drug 2: CCC1(C2=C(COC1=O)C(=O)N3CC4=CC5=C(C=CC(=C5CN(C)C)O)N=C4C3=C2)O.Cl. Cell line: 786-0. Synergy scores: CSS=4.96, Synergy_ZIP=-12.2, Synergy_Bliss=-23.0, Synergy_Loewe=-70.8, Synergy_HSA=-23.5. (2) Drug 1: C1CC(=O)NC(=O)C1N2CC3=C(C2=O)C=CC=C3N. Drug 2: CC1=C(C=C(C=C1)NC(=O)C2=CC=C(C=C2)CN3CCN(CC3)C)NC4=NC=CC(=N4)C5=CN=CC=C5. Cell line: T-47D. Synergy scores: CSS=4.58, Synergy_ZIP=-0.830, Synergy_Bliss=3.97, Synergy_Loewe=3.79, Synergy_HSA=3.81. (3) Synergy scores: CSS=54.6, Synergy_ZIP=-0.371, Synergy_Bliss=0.0548, Synergy_Loewe=-0.721, Synergy_HSA=0.932. Drug 2: CN(CC1=CN=C2C(=N1)C(=NC(=N2)N)N)C3=CC=C(C=C3)C(=O)NC(CCC(=O)O)C(=O)O. Cell line: NCI-H522. Drug 1: C1=CC(=CC=C1CCC2=CNC3=C2C(=O)NC(=N3)N)C(=O)NC(CCC(=O)O)C(=O)O. (4) Drug 1: CN(C)N=NC1=C(NC=N1)C(=O)N. Drug 2: CCC(=C(C1=CC=CC=C1)C2=CC=C(C=C2)OCCN(C)C)C3=CC=CC=C3.C(C(=O)O)C(CC(=O)O)(C(=O)O)O. Cell line: M14. Synergy scores: CSS=-1.84, Synergy_ZIP=2.88, Synergy_Bliss=1.51, Synergy_Loewe=-2.36, Synergy_HSA=-2.67. (5) Drug 1: CC=C1C(=O)NC(C(=O)OC2CC(=O)NC(C(=O)NC(CSSCCC=C2)C(=O)N1)C(C)C)C(C)C. Drug 2: C1CNP(=O)(OC1)N(CCCl)CCCl. Cell line: NCI-H226. Synergy scores: CSS=32.5, Synergy_ZIP=-0.776, Synergy_Bliss=0.907, Synergy_Loewe=-31.1, Synergy_HSA=-0.106. (6) Drug 1: C1=CC=C(C(=C1)C(C2=CC=C(C=C2)Cl)C(Cl)Cl)Cl. Drug 2: COCCOC1=C(C=C2C(=C1)C(=NC=N2)NC3=CC=CC(=C3)C#C)OCCOC.Cl. Cell line: BT-549. Synergy scores: CSS=3.10, Synergy_ZIP=-0.997, Synergy_Bliss=-1.08, Synergy_Loewe=1.88, Synergy_HSA=-0.517. (7) Drug 1: CCC1(CC2CC(C3=C(CCN(C2)C1)C4=CC=CC=C4N3)(C5=C(C=C6C(=C5)C78CCN9C7C(C=CC9)(C(C(C8N6C=O)(C(=O)OC)O)OC(=O)C)CC)OC)C(=O)OC)O.OS(=O)(=O)O. Drug 2: C1CCC(C(C1)N)N.C(=O)(C(=O)[O-])[O-].[Pt+4]. Cell line: HL-60(TB). Synergy scores: CSS=65.5, Synergy_ZIP=2.31, Synergy_Bliss=2.67, Synergy_Loewe=-8.01, Synergy_HSA=4.94. (8) Drug 1: CC12CCC(CC1=CCC3C2CCC4(C3CC=C4C5=CN=CC=C5)C)O. Drug 2: CCC(=C(C1=CC=CC=C1)C2=CC=C(C=C2)OCCN(C)C)C3=CC=CC=C3.C(C(=O)O)C(CC(=O)O)(C(=O)O)O. Cell line: SK-MEL-28. Synergy scores: CSS=2.29, Synergy_ZIP=1.11, Synergy_Bliss=3.34, Synergy_Loewe=-0.656, Synergy_HSA=-0.258. (9) Cell line: NCI-H226. Drug 2: CCN(CC)CCCC(C)NC1=C2C=C(C=CC2=NC3=C1C=CC(=C3)Cl)OC. Synergy scores: CSS=23.0, Synergy_ZIP=-3.08, Synergy_Bliss=4.09, Synergy_Loewe=4.40, Synergy_HSA=4.76. Drug 1: CC1=C(C=C(C=C1)NC2=NC=CC(=N2)N(C)C3=CC4=NN(C(=C4C=C3)C)C)S(=O)(=O)N.Cl.